From a dataset of Forward reaction prediction with 1.9M reactions from USPTO patents (1976-2016). Predict the product of the given reaction. (1) Given the reactants [OH:1][C:2]1[C:11]2[C:6](=[CH:7][CH:8]=[CH:9][CH:10]=2)[N:5]=[C:4]([C:12]([OH:14])=[O:13])[CH:3]=1.[H-].[Na+].[CH2:17](Br)[C:18]1[CH:23]=[CH:22][CH:21]=[CH:20][CH:19]=1.O, predict the reaction product. The product is: [OH:1][C:2]1[C:11]2[C:6](=[CH:7][CH:8]=[CH:9][CH:10]=2)[N:5]=[C:4]([C:12]([O:14][CH2:17][C:18]2[CH:23]=[CH:22][CH:21]=[CH:20][CH:19]=2)=[O:13])[CH:3]=1. (2) Given the reactants C(OC([NH:11][CH2:12][C:13]1[CH:14]=[C:15]([NH:24][C:25](=[O:50])[N:26]([CH2:28][CH2:29][C:30]2[CH:35]=[CH:34][C:33]([CH:36]([NH:40][C:41]3[CH:46]=[CH:45][CH:44]=[C:43]([C:47](=[O:49])[NH2:48])[CH:42]=3)[C:37]([OH:39])=[O:38])=[CH:32][CH:31]=2)[CH3:27])[CH:16]=[CH:17][C:18]=1[S:19]([CH2:22][CH3:23])(=[O:21])=[O:20])=O)C1C=CC=CC=1, predict the reaction product. The product is: [NH2:11][CH2:12][C:13]1[CH:14]=[C:15]([NH:24][C:25](=[O:50])[N:26]([CH2:28][CH2:29][C:30]2[CH:35]=[CH:34][C:33]([CH:36]([NH:40][C:41]3[CH:46]=[CH:45][CH:44]=[C:43]([C:47](=[O:49])[NH2:48])[CH:42]=3)[C:37]([OH:39])=[O:38])=[CH:32][CH:31]=2)[CH3:27])[CH:16]=[CH:17][C:18]=1[S:19]([CH2:22][CH3:23])(=[O:21])=[O:20]. (3) Given the reactants [CH2:1]([C@H:8]1[N:13]([C:14]([C:16]2[N:17]=[CH:18][N:19]([CH:27]3[CH2:31][CH2:30][NH:29][CH2:28]3)[C:20]=2[C:21]2[CH:26]=[CH:25][CH:24]=[CH:23][CH:22]=2)=[O:15])[CH2:12][CH2:11][N:10]([C:32]([O:34]CCCC)=[O:33])[CH2:9]1)[C:2]1[CH:7]=[CH:6][CH:5]=[CH:4][CH:3]=1.[C:39](Cl)(=[O:46])[C:40]1[CH:45]=[CH:44][CH:43]=[CH:42][CH:41]=1.C(=O)(O)[O-].[Na+], predict the reaction product. The product is: [C:39]([N:29]1[CH2:30][CH2:31][CH:27]([N:19]2[C:20]([C:21]3[CH:22]=[CH:23][CH:24]=[CH:25][CH:26]=3)=[C:16]([C:14]([N:13]3[CH2:12][CH2:11][N:10]([C:32]([O:34][C:2]([CH3:7])([CH3:3])[CH3:1])=[O:33])[CH2:9][C@H:8]3[CH2:1][C:2]3[CH:7]=[CH:6][CH:5]=[CH:4][CH:3]=3)=[O:15])[N:17]=[CH:18]2)[CH2:28]1)(=[O:46])[C:40]1[CH:45]=[CH:44][CH:43]=[CH:42][CH:41]=1. (4) The product is: [Cl:5][C:6]1[CH:11]=[CH:10][CH:9]=[CH:8][C:7]=1[CH2:12][C:13]1[N:23]([C:19]2[CH:18]=[N:17][CH:22]=[CH:21][CH:20]=2)[C:24](=[S:25])[NH:16][N:15]=1. Given the reactants CO.[OH-].[Na+].[Cl:5][C:6]1[CH:11]=[CH:10][CH:9]=[CH:8][C:7]=1[CH2:12][C:13]([NH:15][NH2:16])=O.[N:17]1[CH:22]=[CH:21][CH:20]=[C:19]([N:23]=[C:24]=[S:25])[CH:18]=1, predict the reaction product. (5) Given the reactants [F:1][C:2]([F:21])([F:20])[C:3]([NH:5][CH2:6][C:7]1[C:8]([F:19])=[CH:9][C:10]([Cl:18])=[C:11]([CH:17]=1)[C:12]([N:14]=[C:15]=[O:16])=O)=[O:4].[Cl:22][C:23]1[CH:24]=[C:25]([NH:30][NH:31]C(OC(C)(C)C)=O)[CH:26]=[CH:27][C:28]=1[F:29].FC(F)(F)C(O)=O, predict the reaction product. The product is: [Cl:18][C:10]1[C:11]([C:12]2[NH:14][C:15](=[O:16])[N:30]([C:25]3[CH:26]=[CH:27][C:28]([F:29])=[C:23]([Cl:22])[CH:24]=3)[N:31]=2)=[CH:17][C:7]([CH2:6][NH:5][C:3](=[O:4])[C:2]([F:21])([F:20])[F:1])=[C:8]([F:19])[CH:9]=1. (6) Given the reactants [CH:1]([C:3]1[CH:4]=[CH:5][C:6]([N+:22]([O-])=O)=[C:7]([NH:9][CH:10]2[CH2:15][CH2:14][N:13]([CH:16]3[CH2:21][CH2:20][O:19][CH2:18][CH2:17]3)[CH2:12][CH2:11]2)[CH:8]=1)=[CH2:2].N#N, predict the reaction product. The product is: [NH2:22][C:6]1[CH:5]=[CH:4][C:3]([CH2:1][CH3:2])=[CH:8][C:7]=1[NH:9][CH:10]1[CH2:11][CH2:12][N:13]([CH:16]2[CH2:17][CH2:18][O:19][CH2:20][CH2:21]2)[CH2:14][CH2:15]1. (7) Given the reactants [NH2:1][C:2]1[CH:3]=[C:4]([CH:8]=[CH:9][C:10]=1[NH2:11])[C:5]([OH:7])=[O:6].[C:12](=S)=[S:13].[OH-].[K+], predict the reaction product. The product is: [SH:13][C:12]1[NH:11][C:10]2[CH:9]=[CH:8][C:4]([C:5]([OH:7])=[O:6])=[CH:3][C:2]=2[N:1]=1. (8) Given the reactants [Br-].[CH3:2][O:3][CH2:4][P+](C1C=CC=CC=1)(C1C=CC=CC=1)C1C=CC=CC=1.[NH2-].[Na+].[CH3:26][O:27][C:28]1[C:35]([O:36][CH3:37])=[CH:34][CH:33]=[CH:32][C:29]=1[CH:30]=O, predict the reaction product. The product is: [CH3:2][O:3][CH:4]=[CH:30][C:29]1[CH:32]=[CH:33][CH:34]=[C:35]([O:36][CH3:37])[C:28]=1[O:27][CH3:26]. (9) Given the reactants [CH3:1][S:2]([C:5]1[CH:10]=[CH:9][C:8](B(O)O)=[CH:7][CH:6]=1)(=[O:4])=[O:3].Br[C:15]1[CH:20]=[CH:19][C:18]([OH:21])=[CH:17][C:16]=1[F:22].C([O-])([O-])=O.[Na+].[Na+], predict the reaction product. The product is: [F:22][C:16]1[CH:17]=[C:18]([OH:21])[CH:19]=[CH:20][C:15]=1[C:8]1[CH:9]=[CH:10][C:5]([S:2]([CH3:1])(=[O:4])=[O:3])=[CH:6][CH:7]=1.